Task: Predict the product of the given reaction.. Dataset: Forward reaction prediction with 1.9M reactions from USPTO patents (1976-2016) (1) Given the reactants [C:1]([N:3]=[C:4]([N:13]1[CH2:18][CH2:17][NH:16][CH:15]([CH2:19][O:20][CH2:21][O:22][CH2:23][CH2:24][O:25][CH3:26])[CH2:14]1)[NH:5][C:6]1[CH:11]=[CH:10][CH:9]=[CH:8][C:7]=1[CH3:12])#[N:2].[Cl:27][C:28]1[CH:33]=[CH:32][C:31]([N:34]=[C:35]=[O:36])=[CH:30][CH:29]=1, predict the reaction product. The product is: [Cl:27][C:28]1[CH:33]=[CH:32][C:31]([NH:34][C:35]([N:16]2[CH2:17][CH2:18][N:13]([C:4](=[N:3][C:1]#[N:2])[NH:5][C:6]3[CH:11]=[CH:10][CH:9]=[CH:8][C:7]=3[CH3:12])[CH2:14][CH:15]2[CH2:19][O:20][CH2:21][O:22][CH2:23][CH2:24][O:25][CH3:26])=[O:36])=[CH:30][CH:29]=1. (2) Given the reactants [Cl:1][C:2]1[CH:7]=[C:6]([NH:8][CH:9]2[CH2:14][CH2:13][N:12]([C@H:15]3[CH2:20][CH2:19][C@H:18]([O:21][CH2:22][CH3:23])[CH2:17][CH2:16]3)[CH2:11][CH2:10]2)[C:5]([NH2:24])=[CH:4][C:3]=1[CH3:25].Cl[C:27](Cl)([O:29]C(=O)OC(Cl)(Cl)Cl)Cl.C(N(C(C)C)CC)(C)C, predict the reaction product. The product is: [ClH:1].[Cl:1][C:2]1[C:3]([CH3:25])=[CH:4][C:5]2[NH:24][C:27](=[O:29])[N:8]([CH:9]3[CH2:14][CH2:13][N:12]([C@H:15]4[CH2:20][CH2:19][C@H:18]([O:21][CH2:22][CH3:23])[CH2:17][CH2:16]4)[CH2:11][CH2:10]3)[C:6]=2[CH:7]=1.